Dataset: Peptide-MHC class II binding affinity with 134,281 pairs from IEDB. Task: Regression. Given a peptide amino acid sequence and an MHC pseudo amino acid sequence, predict their binding affinity value. This is MHC class II binding data. (1) The peptide sequence is GNGVVALRNAQLVTF. The MHC is HLA-DQA10301-DQB10302 with pseudo-sequence HLA-DQA10301-DQB10302. The binding affinity (normalized) is 0.285. (2) The peptide sequence is AAATAGTTVYGAFAG. The MHC is HLA-DQA10401-DQB10402 with pseudo-sequence HLA-DQA10401-DQB10402. The binding affinity (normalized) is 0.416. (3) The peptide sequence is KLCPNNLCCSQWGWC. The MHC is HLA-DQA10401-DQB10402 with pseudo-sequence HLA-DQA10401-DQB10402. The binding affinity (normalized) is 0.228. (4) The peptide sequence is TSKLDAAYKLAYKTAEGATP. The MHC is DRB1_0901 with pseudo-sequence DRB1_0901. The binding affinity (normalized) is 0.710. (5) The peptide sequence is SPLTASKLTYENVKM. The MHC is DRB1_0901 with pseudo-sequence DRB1_0901. The binding affinity (normalized) is 0.409. (6) The peptide sequence is FYNEKAFLLTTFDVS. The binding affinity (normalized) is 0.135. The MHC is DRB1_1001 with pseudo-sequence DRB1_1001. (7) The binding affinity (normalized) is 0.439. The peptide sequence is AFKVAACAANAAPAN. The MHC is DRB1_0701 with pseudo-sequence DRB1_0701.